Predict the product of the given reaction. From a dataset of Forward reaction prediction with 1.9M reactions from USPTO patents (1976-2016). (1) The product is: [ClH:34].[NH2:7][C@:8]1([C:13]([NH:15][S:16]([C:19]2[CH:24]=[CH:23][CH:22]=[C:21]([O:25][CH2:26][C:27]3[CH:32]=[CH:31][CH:30]=[CH:29][CH:28]=3)[CH:20]=2)(=[O:18])=[O:17])=[O:14])[CH2:10][C@H:9]1[CH:11]=[CH2:12]. Given the reactants C(OC(=O)[NH:7][C@:8]1([C:13]([NH:15][S:16]([C:19]2[CH:24]=[CH:23][CH:22]=[C:21]([O:25][CH2:26][C:27]3[CH:32]=[CH:31][CH:30]=[CH:29][CH:28]=3)[CH:20]=2)(=[O:18])=[O:17])=[O:14])[CH2:10][C@H:9]1[CH:11]=[CH2:12])(C)(C)C.[ClH:34], predict the reaction product. (2) The product is: [CH3:1][O:2][C:3]([C:5]1[C:6]([CH:17]([CH3:19])[CH3:18])=[N:7][C:8]2[C:13]([C:14]=1[C:27]1[CH:26]=[CH:25][CH:24]=[C:23]([O:22][CH2:20][CH3:21])[CH:28]=1)=[CH:12][C:11]([Cl:16])=[CH:10][CH:9]=2)=[O:4]. Given the reactants [CH3:1][O:2][C:3]([C:5]1[C:6]([CH:17]([CH3:19])[CH3:18])=[N:7][C:8]2[C:13]([C:14]=1Cl)=[CH:12][C:11]([Cl:16])=[CH:10][CH:9]=2)=[O:4].[CH2:20]([O:22][C:23]1[CH:24]=[C:25](B(O)O)[CH:26]=[CH:27][CH:28]=1)[CH3:21], predict the reaction product. (3) The product is: [CH3:12][S:11][C:4]1[N:3]=[C:2]([O:26][C:23]2[CH:22]=[CH:21][C:20]([O:13][C:14]3[CH:19]=[CH:18][CH:17]=[CH:16][CH:15]=3)=[CH:25][CH:24]=2)[C:7]([C:8]([NH2:10])=[O:9])=[CH:6][N:5]=1. Given the reactants Cl[C:2]1[C:7]([C:8]([NH2:10])=[O:9])=[CH:6][N:5]=[C:4]([S:11][CH3:12])[N:3]=1.[O:13]([C:20]1[CH:25]=[CH:24][C:23]([OH:26])=[CH:22][CH:21]=1)[C:14]1[CH:19]=[CH:18][CH:17]=[CH:16][CH:15]=1.C([O-])([O-])=O.[Cs+].[Cs+], predict the reaction product. (4) Given the reactants Cl[CH2:2][CH2:3][CH2:4][S:5](Cl)(=[O:7])=[O:6].[CH3:9][C:10]1[N:14]([CH:15]([CH3:17])[CH3:16])[C:13]([C:18]2[CH:23]=[CH:22][N:21]=[C:20]([NH:24][CH:25]3[CH2:29][CH2:28][NH:27][CH2:26]3)[N:19]=2)=[CH:12][N:11]=1.[I-].[Na+].[NH:32]1[CH2:36][CH2:35][CH2:34][CH2:33]1, predict the reaction product. The product is: [CH3:9][C:10]1[N:14]([CH:15]([CH3:17])[CH3:16])[C:13]([C:18]2[CH:23]=[CH:22][N:21]=[C:20]([NH:24][CH:25]3[CH2:29][CH2:28][N:27]([S:5]([CH2:4][CH2:3][CH2:2][N:32]4[CH2:36][CH2:35][CH2:34][CH2:33]4)(=[O:7])=[O:6])[CH2:26]3)[N:19]=2)=[CH:12][N:11]=1. (5) Given the reactants [Si:1]([O:8][C@H:9]1[CH2:31][CH2:30][C@@:29]2([CH3:32])[C@@H:11]([CH2:12][CH2:13][C:14]3[C:15]4[C@:25]([CH3:33])([CH2:26][CH2:27][C:28]=32)[C@@H:18]([C@H:19]([CH3:24])[CH2:20][CH2:21][CH2:22][OH:23])[CH2:17][CH:16]=4)[C:10]1([CH3:35])[CH3:34])([C:4]([CH3:7])([CH3:6])[CH3:5])([CH3:3])[CH3:2].[C:36]1([CH3:46])[CH:41]=[CH:40][C:39]([S:42](Cl)(=[O:44])=[O:43])=[CH:38][CH:37]=1, predict the reaction product. The product is: [Si:1]([O:8][C@H:9]1[CH2:31][CH2:30][C@@:29]2([CH3:32])[C@@H:11]([CH2:12][CH2:13][C:14]3[C:15]4[C@:25]([CH3:33])([CH2:26][CH2:27][C:28]=32)[C@@H:18]([C@H:19]([CH3:24])[CH2:20][CH2:21][CH2:22][O:23][S:42]([C:39]2[CH:40]=[CH:41][C:36]([CH3:46])=[CH:37][CH:38]=2)(=[O:44])=[O:43])[CH2:17][CH:16]=4)[C:10]1([CH3:34])[CH3:35])([C:4]([CH3:7])([CH3:5])[CH3:6])([CH3:3])[CH3:2]. (6) Given the reactants Cl[C:2]1[CH:7]=[N:6][CH:5]=[C:4]([Cl:8])[N:3]=1.[CH3:9][O:10][CH2:11][CH:12]1[CH2:16][CH2:15][CH2:14][NH:13]1.C(=O)([O-])[O-].[K+].[K+].O, predict the reaction product. The product is: [Cl:8][C:4]1[CH:5]=[N:6][CH:7]=[C:2]([N:13]2[CH2:14][CH2:15][CH2:16][CH:12]2[CH2:11][O:10][CH3:9])[N:3]=1. (7) Given the reactants [ClH:1].[NH2:2][C@@H:3]1[CH2:8][CH2:7][CH2:6][N:5]([C:9]2[N:10]=[N:11][C:12]([C:30]([NH2:32])=[O:31])=[C:13]([NH:15][C:16]3[CH:21]=[CH:20][C:19]([C:22]([N:24]4[CH2:29][CH2:28][O:27][CH2:26][CH2:25]4)=[O:23])=[CH:18][CH:17]=3)[N:14]=2)[CH2:4]1.CCN(C(C)C)[CH:36]([CH3:38])[CH3:37].CC(C)=O.CC(O)=O.[BH-](OC(C)=O)(OC(C)=O)OC(C)=O.[Na+], predict the reaction product. The product is: [CH:36]([NH:2][C@@H:3]1[CH2:8][CH2:7][CH2:6][N:5]([C:9]2[N:10]=[N:11][C:12]([C:30]([NH2:32])=[O:31])=[C:13]([NH:15][C:16]3[CH:17]=[CH:18][C:19]([C:22]([N:24]4[CH2:25][CH2:26][O:27][CH2:28][CH2:29]4)=[O:23])=[CH:20][CH:21]=3)[N:14]=2)[CH2:4]1)([CH3:38])[CH3:37].[ClH:1]. (8) Given the reactants FC(F)(F)C(O)=O.[F:8][C:9]([F:32])([F:31])[O:10][C:11]1[CH:16]=[CH:15][C:14]([C:17]2[O:21][N:20]=[C:19]([CH:22]3[CH2:25][C:24]4([CH2:30][CH2:29][NH:28][CH2:27][CH2:26]4)[CH2:23]3)[N:18]=2)=[CH:13][CH:12]=1.C1([O:39][C:40](=O)[NH:41][C:42]2[O:46][N:45]=[C:44]([CH3:47])[C:43]=2[CH3:48])C=CC=CC=1, predict the reaction product. The product is: [CH3:47][C:44]1[C:43]([CH3:48])=[C:42]([NH:41][C:40]([N:28]2[CH2:27][CH2:26][C:24]3([CH2:25][CH:22]([C:19]4[N:18]=[C:17]([C:14]5[CH:15]=[CH:16][C:11]([O:10][C:9]([F:8])([F:31])[F:32])=[CH:12][CH:13]=5)[O:21][N:20]=4)[CH2:23]3)[CH2:30][CH2:29]2)=[O:39])[O:46][N:45]=1. (9) Given the reactants [NH2:1][C@@H:2]1[CH2:7][C:6]([CH2:8][N:9]2[CH2:14][CH2:13][CH2:12][C@@H:11]([C:15]([O:17]CC)=[O:16])[CH2:10]2)=[CH:5][CH2:4][C@H:3]1[C:20]1[CH:25]=[CH:24][C:23]([Cl:26])=[CH:22][C:21]=1[Cl:27].O1CCCC1.O.[Li+].[OH-].Cl, predict the reaction product. The product is: [NH2:1][C@@H:2]1[CH2:7][C:6]([CH2:8][N:9]2[CH2:14][CH2:13][CH2:12][C@@H:11]([C:15]([OH:17])=[O:16])[CH2:10]2)=[CH:5][CH2:4][C@H:3]1[C:20]1[CH:25]=[CH:24][C:23]([Cl:26])=[CH:22][C:21]=1[Cl:27]. (10) Given the reactants [CH3:1][N:2]1[CH2:7][CH2:6][CH:5]([O:8][C:9]2[N:14]=[C:13]([NH2:15])[CH:12]=[CH:11][CH:10]=2)[CH2:4][CH2:3]1.Cl.[C:17]([Cl:25])(=[O:24])[C:18]1[CH:23]=[CH:22][N:21]=[CH:20][CH:19]=1, predict the reaction product. The product is: [ClH:25].[CH3:1][N:2]1[CH2:3][CH2:4][CH:5]([O:8][C:9]2[N:14]=[C:13]([NH:15][C:17](=[O:24])[C:18]3[CH:23]=[CH:22][N:21]=[CH:20][CH:19]=3)[CH:12]=[CH:11][CH:10]=2)[CH2:6][CH2:7]1.